From a dataset of Forward reaction prediction with 1.9M reactions from USPTO patents (1976-2016). Predict the product of the given reaction. (1) Given the reactants C(OC(N(C(OC(C)(C)C)=O)[C:9](=[O:38])[C:10]1[CH:15]=[C:14]([N:16]2[CH2:20][CH2:19][CH2:18][C:17]2=[O:21])[CH:13]=[CH:12][C:11]=1[C:22]([N:24]1[CH2:29][CH2:28][N:27]([C:30]2[C:35]([CH3:36])=[CH:34][C:33]([CH3:37])=[CH:32][N:31]=2)[CH2:26][CH2:25]1)=[O:23])=O)(C)(C)C.[CH3:46][O:47][CH2:48][CH2:49][NH2:50], predict the reaction product. The product is: [CH3:36][C:35]1[C:30]([N:27]2[CH2:26][CH2:25][N:24]([C:22]([C:11]3[CH:12]=[CH:13][C:14]([N:16]4[CH2:20][CH2:19][CH2:18][C:17]4=[O:21])=[CH:15][C:10]=3[C:9]([NH:50][CH2:49][CH2:48][O:47][CH3:46])=[O:38])=[O:23])[CH2:29][CH2:28]2)=[N:31][CH:32]=[C:33]([CH3:37])[CH:34]=1. (2) Given the reactants [Cl:1][C:2]1[CH:3]=[C:4]2[C:8](=[CH:9][CH:10]=1)[NH:7][C:6]([S:11]([N:14]1[CH2:19][CH2:18][NH:17][CH2:16][CH2:15]1)(=[O:13])=[O:12])=[CH:5]2.[C:20]([C:23]1[CH:28]=[CH:27][C:26]([B:29]([OH:31])[OH:30])=[CH:25][CH:24]=1)(O)=[O:21].F[B-](F)(F)F.N1(OC(N(C)C)=[N+](C)C)C2C=CC=CC=2N=N1, predict the reaction product. The product is: [Cl:1][C:2]1[CH:3]=[C:4]2[C:8](=[CH:9][CH:10]=1)[NH:7][C:6]([S:11]([N:14]1[CH2:19][CH2:18][N:17]([C:20]([C:23]3[CH:24]=[CH:25][C:26]([B:29]([OH:31])[OH:30])=[CH:27][CH:28]=3)=[O:21])[CH2:16][CH2:15]1)(=[O:13])=[O:12])=[CH:5]2. (3) Given the reactants [CH3:1][C:2]([C:11]1[CH:16]=[CH:15][CH:14]=[CH:13][CH:12]=1)([C:5]1[CH:10]=[CH:9][CH:8]=[CH:7][CH:6]=1)[C:3]#[CH:4].[Li]CCCC.CCCCCC.[N:28]12[CH2:35][CH2:34][CH:31]([CH2:32][CH2:33]1)[CH2:30][C:29]2=O.C1C[O:40]CC1, predict the reaction product. The product is: [C:11]1([C:2]([C:5]2[CH:6]=[CH:7][CH:8]=[CH:9][CH:10]=2)([CH3:1])[C:3]#[C:4][C:30]2([OH:40])[CH:31]3[CH2:34][CH2:35][N:28]([CH2:33][CH2:32]3)[CH2:29]2)[CH:16]=[CH:15][CH:14]=[CH:13][CH:12]=1. (4) Given the reactants [F:1][C:2]([F:46])([F:45])[C:3]([C:41]([F:44])([F:43])[F:42])=[CH:4][C:5]([NH:7][C@:8]([C:30]1[CH:35]=[CH:34][C:33]([F:36])=[C:32]([O:37][CH:38]([CH3:40])[CH3:39])[CH:31]=1)([C:16]1[CH:21]=[C:20]([O:22][C:23]([F:28])([F:27])[CH:24]([F:26])[F:25])[CH:19]=[C:18]([F:29])[CH:17]=1)[CH2:9][C:10]1[CH:15]=[CH:14][CH:13]=[CH:12][CH:11]=1)=[O:6].C1(C2C=C[N+]([O-:59])=CC=2)C=CC=CC=1.[O-]Cl.[Na+], predict the reaction product. The product is: [F:36][C:33]1[CH:34]=[CH:35][C:30]([C@@:8]([NH:7][C:5]([CH:4]2[C:3]([C:41]([F:43])([F:44])[F:42])([C:2]([F:1])([F:45])[F:46])[O:59]2)=[O:6])([C:16]2[CH:21]=[C:20]([O:22][C:23]([F:27])([F:28])[CH:24]([F:26])[F:25])[CH:19]=[C:18]([F:29])[CH:17]=2)[CH2:9][C:10]2[CH:15]=[CH:14][CH:13]=[CH:12][CH:11]=2)=[CH:31][C:32]=1[O:37][CH:38]([CH3:40])[CH3:39]. (5) Given the reactants [NH2:1][C:2]([C:4]1[CH:5]=[N:6][C:7]2[C:12]([C:13]=1[NH:14][C:15]1[CH:16]=[C:17]([CH:22]=[C:23]([I:25])[CH:24]=1)[C:18]([O:20]C)=[O:19])=[CH:11][CH:10]=[C:9]([C:26]1[C:27]([CH3:32])=[N:28][O:29][C:30]=1[CH3:31])[CH:8]=2)=[O:3].[OH-].[Na+], predict the reaction product. The product is: [NH2:1][C:2]([C:4]1[CH:5]=[N:6][C:7]2[C:12]([C:13]=1[NH:14][C:15]1[CH:16]=[C:17]([CH:22]=[C:23]([I:25])[CH:24]=1)[C:18]([OH:20])=[O:19])=[CH:11][CH:10]=[C:9]([C:26]1[C:27]([CH3:32])=[N:28][O:29][C:30]=1[CH3:31])[CH:8]=2)=[O:3]. (6) The product is: [Br:1][C:2]1[CH:10]=[CH:9][C:5]2[N:6]([CH:13]3[CH2:14][CH2:15][CH2:16][CH2:17][O:12]3)[CH:7]=[N:8][C:4]=2[C:3]=1[CH3:11]. Given the reactants [Br:1][C:2]1[CH:10]=[CH:9][C:5]2[NH:6][CH:7]=[N:8][C:4]=2[C:3]=1[CH3:11].[O:12]1[CH:17]=[CH:16][CH2:15][CH2:14][CH2:13]1.CC1C=CC(S(O)(=O)=O)=CC=1.O, predict the reaction product.